This data is from Peptide-MHC class II binding affinity with 134,281 pairs from IEDB. The task is: Regression. Given a peptide amino acid sequence and an MHC pseudo amino acid sequence, predict their binding affinity value. This is MHC class II binding data. (1) The peptide sequence is INKWQVVAPQLPADL. The MHC is HLA-DQA10101-DQB10501 with pseudo-sequence HLA-DQA10101-DQB10501. The binding affinity (normalized) is 0.247. (2) The peptide sequence is SGMAEATSLDTMAQM. The MHC is DRB4_0101 with pseudo-sequence DRB4_0103. The binding affinity (normalized) is 0.598. (3) The peptide sequence is EKKYFAATQPEPLAA. The MHC is DRB1_1001 with pseudo-sequence DRB1_1001. The binding affinity (normalized) is 0.835. (4) The peptide sequence is CVDAKMTEEDKENALSL. The MHC is DRB1_0401 with pseudo-sequence DRB1_0401. The binding affinity (normalized) is 0.301. (5) The peptide sequence is GWIISNIFGAIPVLG. The MHC is DRB1_1501 with pseudo-sequence DRB1_1501. The binding affinity (normalized) is 0.398. (6) The peptide sequence is IVALIIAIVVWTIV. The MHC is H-2-IAb with pseudo-sequence H-2-IAb. The binding affinity (normalized) is 0.